This data is from Full USPTO retrosynthesis dataset with 1.9M reactions from patents (1976-2016). The task is: Predict the reactants needed to synthesize the given product. Given the product [Cl:25][C:26]1[CH:27]=[C:28]([CH:29]=[CH:20][C:21]([O:23][CH3:24])=[O:22])[CH:31]=[C:32]([O:34][CH3:35])[CH:33]=1, predict the reactants needed to synthesize it. The reactants are: C1(P(=[CH:20][C:21]([O:23][CH3:24])=[O:22])(C2C=CC=CC=2)C2C=CC=CC=2)C=CC=CC=1.[Cl:25][C:26]1[CH:27]=[C:28]([CH:31]=[C:32]([O:34][CH3:35])[CH:33]=1)[CH:29]=O.